From a dataset of Forward reaction prediction with 1.9M reactions from USPTO patents (1976-2016). Predict the product of the given reaction. (1) The product is: [CH:48]1([NH:47][C:46](=[O:51])[C:44]2[CH:45]=[C:40]([C:17]3[CH:18]=[C:19]4[C:14](=[CH:15][CH:16]=3)[C:13](=[O:54])[N:12]([CH2:11][C:10]([CH3:56])([CH3:55])[CH2:9][OH:8])[CH:21]=[C:20]4[S:22]([N:25]3[CH2:30][CH2:29][N:28]4[C:31](=[O:32])[O:33][CH2:38][C@H:27]4[CH2:26]3)(=[O:24])=[O:23])[C:41]([CH3:53])=[C:42]([F:52])[CH:43]=2)[CH2:49][CH2:50]1. Given the reactants [Si]([O:8][CH2:9][C:10]([CH3:56])([CH3:55])[CH2:11][N:12]1[CH:21]=[C:20]([S:22]([N:25]2[CH2:30][CH2:29][N:28]([C:31]([O:33]C(C)(C)C)=[O:32])[C@@H:27]([CH2:38]O)[CH2:26]2)(=[O:24])=[O:23])[C:19]2[C:14](=[CH:15][CH:16]=[C:17]([C:40]3[CH:45]=[C:44]([C:46](=[O:51])[NH:47][CH:48]4[CH2:50][CH2:49]4)[CH:43]=[C:42]([F:52])[C:41]=3[CH3:53])[CH:18]=2)[C:13]1=[O:54])(C(C)(C)C)(C)C.FC(F)(F)C(O)=O, predict the reaction product. (2) Given the reactants C(O[C@@H](C1C(C)=C(C=O)C2=NC3=CN2C=1N1CCC(C)(OCCCC[C@H](C)OC2C=CC(F)=CC=2C2C=C3C=CC=2)CC1)C(OC)=O)(C)(C)C.[C:51]([O:55][C@@H:56]([C:61]1[C:90]([CH3:91])=[C:89]([CH:92]([OH:94])[CH3:93])[C:88]2=[N:95][C:85]3=[CH:86][N:87]2[C:62]=1[N:63]1[CH2:101][CH2:100][C:66]([CH3:102])([O:67][CH2:68][CH2:69][CH2:70][CH2:71][C@H:72]([CH3:99])[O:73][C:74]2[CH:75]=[CH:76][C:77]([F:98])=[C:78](F)[C:79]=2[C:80]2[CH:96]=[C:84]3[CH:83]=[CH:82][CH:81]=2)[CH2:65][CH2:64]1)[C:57]([O:59][CH3:60])=[O:58])([CH3:54])([CH3:53])[CH3:52], predict the reaction product. The product is: [C:51]([O:55][C@@H:56]([C:61]1[C:90]([CH3:91])=[C:89]([CH:92]([OH:94])[CH3:93])[C:88]2=[N:95][C:85]3=[CH:86][N:87]2[C:62]=1[N:63]1[CH2:64][CH2:65][C:66]([CH3:102])([O:67][CH2:68][CH2:69][CH2:70][CH2:71][C@H:72]([CH3:99])[O:73][C:74]2[CH:75]=[CH:76][C:77]([F:98])=[CH:78][C:79]=2[C:80]2[CH:96]=[C:84]3[CH:83]=[CH:82][CH:81]=2)[CH2:100][CH2:101]1)[C:57]([O:59][CH3:60])=[O:58])([CH3:52])([CH3:53])[CH3:54]. (3) Given the reactants [CH3:1][C:2]1[CH:19]=[CH:18][CH:17]=[C:16]([CH3:20])[C:3]=1[O:4][C:5]1[CH:15]=[CH:14][C:8]([C:9]([O:11]CC)=[O:10])=[CH:7][CH:6]=1.[OH-].[Na+].Cl, predict the reaction product. The product is: [CH3:1][C:2]1[CH:19]=[CH:18][CH:17]=[C:16]([CH3:20])[C:3]=1[O:4][C:5]1[CH:15]=[CH:14][C:8]([C:9]([OH:11])=[O:10])=[CH:7][CH:6]=1. (4) The product is: [CH:30]([O:33][C:34]1[N:35]=[C:36]([C:2]2[C:10]3[C:5](=[CH:6][CH:7]=[C:8]([C:11]4[N:15]=[C:14]([NH:16][CH:17]([CH3:18])[CH3:19])[O:13][N:12]=4)[CH:9]=3)[N:4]([S:20]([C:23]3[CH:29]=[CH:28][C:26]([CH3:27])=[CH:25][CH:24]=3)(=[O:21])=[O:22])[CH:3]=2)[CH:37]=[N:38][CH:39]=1)([CH3:32])[CH3:31]. Given the reactants I[C:2]1[C:10]2[C:5](=[CH:6][CH:7]=[C:8]([C:11]3[N:15]=[C:14]([NH:16][CH:17]([CH3:19])[CH3:18])[O:13][N:12]=3)[CH:9]=2)[N:4]([S:20]([C:23]2[CH:29]=[CH:28][C:26]([CH3:27])=[CH:25][CH:24]=2)(=[O:22])=[O:21])[CH:3]=1.[CH:30]([O:33][C:34]1[CH:39]=[N:38][CH:37]=[C:36]([Sn](C)(C)C)[N:35]=1)([CH3:32])[CH3:31], predict the reaction product. (5) The product is: [CH:19]([C:18]1[O:22][C:14]2[C:15]3[CH:7]([CH2:6][CH2:5][NH:4][C:1](=[O:3])[CH3:2])[CH2:8][CH2:9][C:10]=3[CH:11]=[CH:12][C:13]=2[N:17]=1)([CH3:20])[CH3:21]. Given the reactants [C:1]([NH:4][CH2:5][CH2:6][CH:7]1[C:15]2[C:10](=[CH:11][CH:12]=[C:13]([NH:17][C:18](=[O:22])[CH:19]([CH3:21])[CH3:20])[C:14]=2O)[CH2:9][CH2:8]1)(=[O:3])[CH3:2].C1(C)C=CC(S([O-])(=O)=O)=CC=1.[NH+]1C=CC=CC=1, predict the reaction product. (6) Given the reactants [Br:1][C:2]1[CH:7]=[CH:6][C:5]([OH:8])=[C:4]([F:9])[CH:3]=1.C([O-])([O-])=O.[K+].[K+].Cl[C:17]([F:22])([F:21])C([O-])=O.[Na+].Cl.[OH-].[Na+], predict the reaction product. The product is: [Br:1][C:2]1[CH:7]=[CH:6][C:5]([O:8][CH:17]([F:22])[F:21])=[C:4]([F:9])[CH:3]=1. (7) Given the reactants [CH:1]1([CH:6]=[O:7])[CH2:5][CH2:4][CH2:3][CH2:2]1.I[C:9]1[CH:19]=[CH:18][C:12]([C:13]([O:15][CH2:16][CH3:17])=[O:14])=[CH:11][CH:10]=1, predict the reaction product. The product is: [CH:1]1([CH:6]([OH:7])[C:9]2[CH:19]=[CH:18][C:12]([C:13]([O:15][CH2:16][CH3:17])=[O:14])=[CH:11][CH:10]=2)[CH2:5][CH2:4][CH2:3][CH2:2]1.